Dataset: Forward reaction prediction with 1.9M reactions from USPTO patents (1976-2016). Task: Predict the product of the given reaction. Given the reactants Cl[C:2]1[CH:11]=[C:10]2[C:5]([C:6]([OH:12])=[CH:7][CH:8]=[N:9]2)=[CH:4][N:3]=1.CC1(C)C2C(=C(P(C3C=CC=CC=3)C3C=CC=CC=3)C=CC=2)OC2C(P(C3C=CC=CC=3)C3C=CC=CC=3)=CC=CC1=2.CCN(C(C)C)C(C)C.[CH2:64]([SH:71])[C:65]1[CH:70]=[CH:69][CH:68]=[CH:67][CH:66]=1, predict the reaction product. The product is: [CH2:64]([S:71][C:2]1[CH:11]=[C:10]2[C:5]([C:6]([OH:12])=[CH:7][CH:8]=[N:9]2)=[CH:4][N:3]=1)[C:65]1[CH:70]=[CH:69][CH:68]=[CH:67][CH:66]=1.